Dataset: NCI-60 drug combinations with 297,098 pairs across 59 cell lines. Task: Regression. Given two drug SMILES strings and cell line genomic features, predict the synergy score measuring deviation from expected non-interaction effect. (1) Drug 2: CC12CCC3C(C1CCC2OP(=O)(O)O)CCC4=C3C=CC(=C4)OC(=O)N(CCCl)CCCl.[Na+]. Cell line: UACC62. Drug 1: C1=CC(=CC=C1C#N)C(C2=CC=C(C=C2)C#N)N3C=NC=N3. Synergy scores: CSS=3.56, Synergy_ZIP=-1.72, Synergy_Bliss=2.31, Synergy_Loewe=2.70, Synergy_HSA=2.35. (2) Drug 1: C1=C(C(=O)NC(=O)N1)F. Drug 2: CC1C(C(CC(O1)OC2CC(CC3=C2C(=C4C(=C3O)C(=O)C5=C(C4=O)C(=CC=C5)OC)O)(C(=O)CO)O)N)O.Cl. Cell line: M14. Synergy scores: CSS=55.2, Synergy_ZIP=-3.09, Synergy_Bliss=-2.90, Synergy_Loewe=1.60, Synergy_HSA=2.52. (3) Drug 1: C1=CC(=CC=C1CC(C(=O)O)N)N(CCCl)CCCl.Cl. Drug 2: CC1CCC2CC(C(=CC=CC=CC(CC(C(=O)C(C(C(=CC(C(=O)CC(OC(=O)C3CCCCN3C(=O)C(=O)C1(O2)O)C(C)CC4CCC(C(C4)OC)O)C)C)O)OC)C)C)C)OC. Cell line: DU-145. Synergy scores: CSS=21.4, Synergy_ZIP=-4.76, Synergy_Bliss=-4.93, Synergy_Loewe=-20.6, Synergy_HSA=-5.59. (4) Drug 1: CCCS(=O)(=O)NC1=C(C(=C(C=C1)F)C(=O)C2=CNC3=C2C=C(C=N3)C4=CC=C(C=C4)Cl)F. Drug 2: CC(C)CN1C=NC2=C1C3=CC=CC=C3N=C2N. Cell line: SK-MEL-2. Synergy scores: CSS=-6.81, Synergy_ZIP=1.69, Synergy_Bliss=0.426, Synergy_Loewe=-2.79, Synergy_HSA=-3.24. (5) Drug 1: CNC(=O)C1=CC=CC=C1SC2=CC3=C(C=C2)C(=NN3)C=CC4=CC=CC=N4. Drug 2: CC1=C(C=C(C=C1)NC(=O)C2=CC=C(C=C2)CN3CCN(CC3)C)NC4=NC=CC(=N4)C5=CN=CC=C5. Cell line: M14. Synergy scores: CSS=-10.9, Synergy_ZIP=4.12, Synergy_Bliss=-2.52, Synergy_Loewe=-4.35, Synergy_HSA=-8.37. (6) Cell line: UACC-257. Drug 2: C1=NC2=C(N=C(N=C2N1C3C(C(C(O3)CO)O)O)F)N. Synergy scores: CSS=-4.07, Synergy_ZIP=2.04, Synergy_Bliss=0.928, Synergy_Loewe=-1.23, Synergy_HSA=-1.82. Drug 1: CC1=CC2C(CCC3(C2CCC3(C(=O)C)OC(=O)C)C)C4(C1=CC(=O)CC4)C. (7) Drug 1: COC1=C(C=C2C(=C1)N=CN=C2NC3=CC(=C(C=C3)F)Cl)OCCCN4CCOCC4. Drug 2: CN1C2=C(C=C(C=C2)N(CCCl)CCCl)N=C1CCCC(=O)O.Cl. Cell line: MALME-3M. Synergy scores: CSS=39.5, Synergy_ZIP=-2.42, Synergy_Bliss=-0.924, Synergy_Loewe=-20.5, Synergy_HSA=-0.889.